Dataset: TCR-epitope binding with 47,182 pairs between 192 epitopes and 23,139 TCRs. Task: Binary Classification. Given a T-cell receptor sequence (or CDR3 region) and an epitope sequence, predict whether binding occurs between them. The epitope is LLDFVRFMGV. The TCR CDR3 sequence is CATSGGTGMNTEAFF. Result: 0 (the TCR does not bind to the epitope).